From a dataset of Experimentally validated miRNA-target interactions with 360,000+ pairs, plus equal number of negative samples. Binary Classification. Given a miRNA mature sequence and a target amino acid sequence, predict their likelihood of interaction. (1) The miRNA is mmu-miR-15a-5p with sequence UAGCAGCACAUAAUGGUUUGUG. The protein sequence of the target gene is MASPRELTQNPLKKIWMPYSNGRPALHASQRGVCMTNCPTLIVMVGLPARGKTYISKKLTRYLNWIGVPTREFNVGQYRRDIVKTYKSFEFFLPDNEEGLKIRKQCALAALSDVRKFLSEEGGHVAVFDATNTTRERRAMIFNFGEQNGYKTFFVESICVDPEVVAANIVQVKLGSPDYVNRDSDEATEDFMRRIECYENSYESLDEDLDRDLSYIKIMDVGQSYVVNRVADHIQSRIVYYLMNIHVTPRSIYLCRHGESELNLKGRIGGDPGLSPRGREFSKHLAQFISDQNIKDLKVW.... Result: 1 (interaction). (2) The miRNA is mmu-miR-15a-5p with sequence UAGCAGCACAUAAUGGUUUGUG. The protein sequence of the target gene is MISLTDTQKIGMGLTGFGVFFLFFGMILFFDKALLAIGNVLFVAGLAFVIGLERTFRFFFQRHKVKATGFFLGGVFVVLIGWPLIGMIFEIYGFFLLFRGFFPVVVGFIRRVPVLGSLLNLPGIRSFVDKVGESNNMV. Result: 1 (interaction).